From a dataset of Forward reaction prediction with 1.9M reactions from USPTO patents (1976-2016). Predict the product of the given reaction. (1) Given the reactants F[C:2]1[CH:9]=[C:8]([O:10][CH3:11])[CH:7]=[CH:6][C:3]=1[CH:4]=[O:5].[Cl:12][C:13]1[CH:14]=[C:15]([OH:19])[CH:16]=[CH:17][CH:18]=1.C([O-])([O-])=O.[K+].[K+], predict the reaction product. The product is: [Cl:12][C:13]1[CH:14]=[C:15]([CH:16]=[CH:17][CH:18]=1)[O:19][C:2]1[CH:9]=[C:8]([O:10][CH3:11])[CH:7]=[CH:6][C:3]=1[CH:4]=[O:5]. (2) Given the reactants [C:1]([C:3]1[N:8]=[C:7]([CH3:9])[CH:6]=[CH:5][N:4]=1)#[N:2].[H][H], predict the reaction product. The product is: [CH3:9][C:7]1[CH:6]=[CH:5][N:4]=[C:3]([CH2:1][NH2:2])[N:8]=1. (3) Given the reactants [C:1]([O:5][C:6](=[O:27])[NH:7][C@H:8]([C:12]1[CH:17]=[C:16]([C:18]2[N:22]([CH:23]([F:25])[F:24])[N:21]=[CH:20][C:19]=2[NH2:26])[CH:15]=[CH:14][N:13]=1)[CH2:9][CH:10]=[CH2:11])([CH3:4])([CH3:3])[CH3:2].[CH3:28][C@H:29]([CH:33]=[CH2:34])[C:30](O)=[O:31].N1C=CC=CC=1.C(P1(=O)OP(CCC)(=O)OP(CCC)(=O)O1)CC, predict the reaction product. The product is: [C:1]([O:5][C:6](=[O:27])[NH:7][C@H:8]([C:12]1[CH:17]=[C:16]([C:18]2[N:22]([CH:23]([F:25])[F:24])[N:21]=[CH:20][C:19]=2[NH:26][C:30](=[O:31])[C@H:29]([CH3:28])[CH:33]=[CH2:34])[CH:15]=[CH:14][N:13]=1)[CH2:9][CH:10]=[CH2:11])([CH3:2])([CH3:3])[CH3:4].